Dataset: Forward reaction prediction with 1.9M reactions from USPTO patents (1976-2016). Task: Predict the product of the given reaction. Given the reactants [NH2:1][C:2]1[C:7]([C:8]2[N:17]([C:18]3[CH:23]=[CH:22][C:21]([C:24]4([NH:28][C:29](=[O:35])[O:30][C:31]([CH3:34])([CH3:33])[CH3:32])[CH2:27][CH2:26][CH2:25]4)=[CH:20][CH:19]=3)[C:11]3=[N:12][C:13](Cl)=[CH:14][CH:15]=[C:10]3[N:9]=2)=[CH:6][CH:5]=[CH:4][N:3]=1.CC1(C)C(C)(C)OB([C:44]2[CH:45]=[C:46]([NH:50][CH2:51][CH2:52][OH:53])[CH:47]=[CH:48][CH:49]=2)O1.[OH-].[Na+], predict the reaction product. The product is: [NH2:1][C:2]1[C:7]([C:8]2[N:17]([C:18]3[CH:23]=[CH:22][C:21]([C:24]4([NH:28][C:29](=[O:35])[O:30][C:31]([CH3:34])([CH3:33])[CH3:32])[CH2:27][CH2:26][CH2:25]4)=[CH:20][CH:19]=3)[C:11]3=[N:12][C:13]([C:44]4[CH:49]=[CH:48][CH:47]=[C:46]([NH:50][CH2:51][CH2:52][OH:53])[CH:45]=4)=[CH:14][CH:15]=[C:10]3[N:9]=2)=[CH:6][CH:5]=[CH:4][N:3]=1.